From a dataset of Full USPTO retrosynthesis dataset with 1.9M reactions from patents (1976-2016). Predict the reactants needed to synthesize the given product. Given the product [NH:31]1[C:39]2[C:34](=[CH:35][CH:36]=[CH:37][CH:38]=2)[C:33]([CH2:40][C@H:41]([NH:43][CH2:18][C:17]([F:16])([CH3:22])[CH2:20][OH:21])[CH3:42])=[CH:32]1, predict the reactants needed to synthesize it. The reactants are: FC(F)(F)S(OS(C(F)(F)F)(=O)=O)(=O)=O.[F:16][C:17]([CH3:22])([CH2:20][OH:21])[CH2:18]O.N1C(C)=CC=CC=1C.[NH:31]1[C:39]2[C:34](=[CH:35][CH:36]=[CH:37][CH:38]=2)[C:33]([CH2:40][C@H:41]([NH2:43])[CH3:42])=[CH:32]1.CCN(C(C)C)C(C)C.